Predict the reaction yield, written as a fraction of the theoretical maximum amount of product (1.0 means a 100% yield; for example, 0.34 means a 34% yield). From a dataset of Reaction yield outcomes from USPTO patents with 853,638 reactions. (1) The reactants are Cl[C:2]1[N:7]=[C:6]([Cl:8])[N:5]=[C:4]2[N:9]([CH:12]([CH3:14])[CH3:13])[N:10]=[CH:11][C:3]=12.CCN(CC)CC.[NH:22]1[CH2:27][CH2:26][O:25][CH2:24][CH2:23]1. The catalyst is CCO. The product is [Cl:8][C:6]1[N:5]=[C:4]2[N:9]([CH:12]([CH3:14])[CH3:13])[N:10]=[CH:11][C:3]2=[C:2]([N:22]2[CH2:27][CH2:26][O:25][CH2:24][CH2:23]2)[N:7]=1. The yield is 0.820. (2) The reactants are [NH2:1][C:2]1[CH:7]=[C:6]([Cl:8])[CH:5]=[CH:4][C:3]=1[S:9][CH2:10][C:11]1[CH:20]=[CH:19][CH:18]=[CH:17][C:12]=1[C:13]([O:15][CH3:16])=[O:14].[O:21]1[C:25]2[CH:26]=[CH:27][CH:28]=[CH:29][C:24]=2[CH:23]=[C:22]1[S:30](Cl)(=[O:32])=[O:31]. The catalyst is N1C=CC=CC=1. The product is [O:21]1[C:25]2[CH:26]=[CH:27][CH:28]=[CH:29][C:24]=2[CH:23]=[C:22]1[S:30]([NH:1][C:2]1[CH:7]=[C:6]([Cl:8])[CH:5]=[CH:4][C:3]=1[S:9][CH2:10][C:11]1[CH:20]=[CH:19][CH:18]=[CH:17][C:12]=1[C:13]([O:15][CH3:16])=[O:14])(=[O:32])=[O:31]. The yield is 0.580.